Task: Predict the reactants needed to synthesize the given product.. Dataset: Full USPTO retrosynthesis dataset with 1.9M reactions from patents (1976-2016) (1) Given the product [CH3:1][C:2]1[CH:7]=[C:6]([C:8]([F:11])([F:10])[F:9])[NH:17][C:4](=[O:5])[CH:3]=1, predict the reactants needed to synthesize it. The reactants are: [CH3:1][C:2]1[CH:7]=[C:6]([C:8]([F:11])([F:10])[F:9])[O:5][C:4](=O)[CH:3]=1.C([O-])(=O)C.[NH4+:17]. (2) Given the product [CH3:18][Si:19]([C:22]#[C:23][C:2]1[CH:17]=[CH:16][C:5]([C:6]([O:8][CH2:9][CH2:10][CH2:11][CH2:12][CH2:13][CH2:14][CH3:15])=[O:7])=[CH:4][CH:3]=1)([CH3:21])[CH3:20], predict the reactants needed to synthesize it. The reactants are: I[C:2]1[CH:17]=[CH:16][C:5]([C:6]([O:8][CH2:9][CH2:10][CH2:11][CH2:12][CH2:13][CH2:14][CH3:15])=[O:7])=[CH:4][CH:3]=1.[CH3:18][Si:19]([C:22]#[CH:23])([CH3:21])[CH3:20]. (3) Given the product [Br:15][C:10]1[C:9]([CH:16]2[CH2:18][CH2:17]2)=[N:8][C:7]([N:26]2[CH2:25][CH2:24][NH:23][C@H:22]([CH3:21])[CH2:27]2)=[C:12]([CH:11]=1)[C:13]#[N:14], predict the reactants needed to synthesize it. The reactants are: FC(F)(F)S(O[C:7]1[C:12]([C:13]#[N:14])=[CH:11][C:10]([Br:15])=[C:9]([CH:16]2[CH2:18][CH2:17]2)[N:8]=1)(=O)=O.[CH3:21][C@@H:22]1[CH2:27][NH:26][CH2:25][CH2:24][NH:23]1.C(N(CC)CC)C.